This data is from Full USPTO retrosynthesis dataset with 1.9M reactions from patents (1976-2016). The task is: Predict the reactants needed to synthesize the given product. (1) Given the product [F:1][C:2]1[CH:7]=[CH:6][C:5]([C:8]2[CH:17]=[CH:16][CH:15]=[C:14]3[C:9]=2[CH:10]=[CH:11][N+:12]([O-:26])=[CH:13]3)=[CH:4][CH:3]=1, predict the reactants needed to synthesize it. The reactants are: [F:1][C:2]1[CH:7]=[CH:6][C:5]([C:8]2[CH:17]=[CH:16][CH:15]=[C:14]3[C:9]=2[CH:10]=[CH:11][N:12]=[CH:13]3)=[CH:4][CH:3]=1.ClC1C=CC=C(C(OO)=[O:26])C=1. (2) Given the product [C:3]1([C:9]2[CH:10]=[C:11]([CH2:18][O:19][C:20]3[CH:21]=[CH:22][C:23]([CH2:24][OH:25])=[CH:26][CH:27]=3)[S:12][C:13]=2[C:14]([F:17])([F:16])[F:15])[CH:4]=[CH:5][CH:6]=[CH:7][CH:8]=1, predict the reactants needed to synthesize it. The reactants are: CO.[C:3]1([C:9]2[CH:10]=[C:11]([CH2:18][O:19][C:20]3[CH:27]=[CH:26][C:23]([CH:24]=[O:25])=[CH:22][CH:21]=3)[S:12][C:13]=2[C:14]([F:17])([F:16])[F:15])[CH:8]=[CH:7][CH:6]=[CH:5][CH:4]=1.[BH4-].[Na+].C(=O)(O)[O-].[Na+]. (3) Given the product [C:2]([CH:4]1[CH2:9][CH2:8][C:7]([CH3:14])([C:10]([O:12][CH3:13])=[O:11])[CH2:6][CH2:5]1)(=[O:3])[CH3:15], predict the reactants needed to synthesize it. The reactants are: Cl[C:2]([CH:4]1[CH2:9][CH2:8][C:7]([CH3:14])([C:10]([O:12][CH3:13])=[O:11])[CH2:6][CH2:5]1)=[O:3].[CH3:15][Zn]C. (4) Given the product [CH3:12][O:13][C:14]1[CH:23]=[C:22]2[C:17]([N:18]=[CH:19][C:20]([S:24][CH2:25][CH2:26][N:27]3[CH2:28][CH2:29][CH:30]([NH:33][CH3:46])[CH2:31][CH2:32]3)=[N:21]2)=[CH:16][CH:15]=1, predict the reactants needed to synthesize it. The reactants are: N12CCCN=C1CCCCC2.[CH3:12][O:13][C:14]1[CH:23]=[C:22]2[C:17]([N:18]=[CH:19][C:20]([S:24][CH2:25][CH2:26][N:27]3[CH2:32][CH2:31][CH:30]([N:33]([CH3:46])S(C4C=CC=CC=4[N+]([O-])=O)(=O)=O)[CH2:29][CH2:28]3)=[N:21]2)=[CH:16][CH:15]=1.SCCO. (5) Given the product [CH2:10]([O:17][C:18]1[CH:23]=[C:22]([CH3:24])[C:21]([C:2]2[C:3](=[O:9])[CH2:4][CH2:5][C:6]=2[O:7][CH3:8])=[C:20]([CH3:28])[CH:19]=1)[C:11]1[CH:16]=[CH:15][CH:14]=[CH:13][CH:12]=1, predict the reactants needed to synthesize it. The reactants are: Br[C:2]1[C:3](=[O:9])[CH2:4][CH2:5][C:6]=1[O:7][CH3:8].[CH2:10]([O:17][C:18]1[CH:23]=[C:22]([CH3:24])[C:21](B(O)O)=[C:20]([CH3:28])[CH:19]=1)[C:11]1[CH:16]=[CH:15][CH:14]=[CH:13][CH:12]=1.P([O-])([O-])([O-])=O.[K+].[K+].[K+].C1(P(C2CCCCC2)C2C=CC=CC=2C2C(OC)=CC=CC=2OC)CCCCC1. (6) Given the product [NH:21]1[C:22]2[CH:27]=[CH:26][CH:25]=[CH:24][C:23]=2[N:28]=[C:8]1[C:7]1[C:6]([NH2:11])=[N:5][CH:4]=[CH:3][CH:2]=1, predict the reactants needed to synthesize it. The reactants are: [NH2:11][C:2]1[C:7]([C:8](O)=O)=[CH:6][N:5]=[CH:4][CH:3]=1.[NH2:11][C:2]1[CH:3]=[CH:4][N:5]=[CH:6][C:7]=1[C:8](O)=O.[NH2:21][C:22]1[CH:27]=[CH:26][CH:25]=[CH:24][C:23]=1[NH2:28]. (7) Given the product [CH3:10][O:11][C:12]1[CH:17]=[CH:16][C:15]([C:18]2[CH:23]=[CH:22][N:21]=[C:20]3[NH:24][C:26]([C:29]4[CH:34]=[CH:33][N:32]=[C:31]([C:35]([O:37][CH3:38])=[O:36])[CH:30]=4)=[N:25][C:19]=23)=[CH:14][CH:13]=1, predict the reactants needed to synthesize it. The reactants are: C(N(C(C)C)C(C)C)C.[CH3:10][O:11][C:12]1[CH:17]=[CH:16][C:15]([C:18]2[CH:23]=[CH:22][N:21]=[C:20]([NH2:24])[C:19]=2[NH2:25])=[CH:14][CH:13]=1.[C:26]([C:29]1[CH:34]=[CH:33][N:32]=[C:31]([C:35]([O:37][CH3:38])=[O:36])[CH:30]=1)(=O)C.CN(C(ON1N=NC2C=CC=CC1=2)=[N+](C)C)C.F[P-](F)(F)(F)(F)F.